The task is: Predict the reactants needed to synthesize the given product.. This data is from Full USPTO retrosynthesis dataset with 1.9M reactions from patents (1976-2016). Given the product [Cl:10][C:9]1[CH:8]=[C:7]([Cl:11])[CH:6]=[C:5]2[C:4]=1[C:3](=[O:23])[C:14]([CH3:15])([C:16]1[CH:17]=[CH:18][CH:19]=[CH:20][CH:21]=1)[C:13](=[O:22])[NH:12]2, predict the reactants needed to synthesize it. The reactants are: CO[C:3](=[O:23])[C:4]1[C:9]([Cl:10])=[CH:8][C:7]([Cl:11])=[CH:6][C:5]=1[NH:12][C:13](=[O:22])[CH:14]([C:16]1[CH:21]=[CH:20][CH:19]=[CH:18][CH:17]=1)[CH3:15].[Li+].C[Si]([N-][Si](C)(C)C)(C)C.C[Si](C)(C)[N-][Si](C)(C)C.[Li]CCCC.